This data is from Forward reaction prediction with 1.9M reactions from USPTO patents (1976-2016). The task is: Predict the product of the given reaction. (1) Given the reactants O=[C:2]1[C:10]2[C:5](=[CH:6][C:7]([NH:11][S:12]([CH3:15])(=[O:14])=[O:13])=[CH:8][CH:9]=2)[CH2:4][CH2:3]1.Cl.[F:17][C:18]1[CH:23]=[CH:22][C:21]([C:24]2[CH:29]=[CH:28][CH:27]=[C:26]([NH:30]N)[CH:25]=2)=[CH:20][C:19]=1[CH3:32].CC1C=C(B(O)O)C=CC=1[F:40].ClC1C(F)=C(C=CC=1)N, predict the reaction product. The product is: [F:40][C:25]1[C:26]2[NH:30][C:2]3[C:10]4[C:5]([CH2:4][C:3]=3[C:27]=2[CH:28]=[CH:29][C:24]=1[C:21]1[CH:22]=[CH:23][C:18]([F:17])=[C:19]([CH3:32])[CH:20]=1)=[CH:6][C:7]([NH:11][S:12]([CH3:15])(=[O:14])=[O:13])=[CH:8][CH:9]=4. (2) Given the reactants [CH3:1][Si](C=[N+]=[N-])(C)C.CO.[Si:10]([O:27][C@@H:28]([CH2:32][CH2:33][S:34][CH3:35])[C:29]([OH:31])=[O:30])([C:23]([CH3:26])([CH3:25])[CH3:24])([C:17]1[CH:22]=[CH:21][CH:20]=[CH:19][CH:18]=1)[C:11]1[CH:16]=[CH:15][CH:14]=[CH:13][CH:12]=1.C(O)(=O)C, predict the reaction product. The product is: [Si:10]([O:27][C@@H:28]([CH2:32][CH2:33][S:34][CH3:35])[C:29]([O:31][CH3:1])=[O:30])([C:23]([CH3:26])([CH3:25])[CH3:24])([C:17]1[CH:22]=[CH:21][CH:20]=[CH:19][CH:18]=1)[C:11]1[CH:12]=[CH:13][CH:14]=[CH:15][CH:16]=1. (3) Given the reactants [F:1][C:2]1[CH:3]=[C:4]([C@H:9]2[CH2:13][CH2:12][C@@H:11](/[CH:14]=[CH:15]/[C:16]([O:18][CH3:19])=[O:17])[N:10]2[C:20]([O:22][C:23]([CH3:26])([CH3:25])[CH3:24])=[O:21])[CH:5]=[CH:6][C:7]=1[F:8].[H][H], predict the reaction product. The product is: [F:1][C:2]1[CH:3]=[C:4]([C@H:9]2[CH2:13][CH2:12][C@@H:11]([CH2:14][CH2:15][C:16]([O:18][CH3:19])=[O:17])[N:10]2[C:20]([O:22][C:23]([CH3:26])([CH3:25])[CH3:24])=[O:21])[CH:5]=[CH:6][C:7]=1[F:8]. (4) Given the reactants [F:1][C:2]([F:23])([F:22])[C:3]1[CH:21]=[CH:20][CH:19]=[CH:18][C:4]=1[O:5][CH:6]1[CH2:11][CH2:10][N:9]([C:12]2[S:16][C:15]([NH2:17])=[N:14][N:13]=2)[CH2:8][CH2:7]1.C(N(CC)CC)C.[C:31](Cl)(=[O:33])[CH3:32], predict the reaction product. The product is: [F:23][C:2]([F:1])([F:22])[C:3]1[CH:21]=[CH:20][CH:19]=[CH:18][C:4]=1[O:5][CH:6]1[CH2:11][CH2:10][N:9]([C:12]2[S:16][C:15]([NH:17][C:31](=[O:33])[CH3:32])=[N:14][N:13]=2)[CH2:8][CH2:7]1. (5) Given the reactants [Cl:1][C:2]1[CH:7]=[CH:6][CH:5]=[CH:4][C:3]=1[S:8]([N:11]1[CH2:21][CH2:20][C:14]2([C:18](=[O:19])[NH:17][CH2:16][CH2:15]2)[CH2:13][CH2:12]1)(=[O:10])=[O:9].Br[C:23]1[CH:33]=[CH:32][C:26]2[O:27][C:28]([F:31])([F:30])[O:29][C:25]=2[CH:24]=1, predict the reaction product. The product is: [Cl:1][C:2]1[CH:7]=[CH:6][CH:5]=[CH:4][C:3]=1[S:8]([N:11]1[CH2:21][CH2:20][C:14]2([C:18](=[O:19])[N:17]([C:33]3[CH:23]=[CH:24][C:25]4[O:29][C:28]([F:30])([F:31])[O:27][C:26]=4[CH:32]=3)[CH2:16][CH2:15]2)[CH2:13][CH2:12]1)(=[O:9])=[O:10]. (6) Given the reactants [CH3:1][N:2]1[CH:6]=[C:5]([NH2:7])[N:4]=[N:3]1.Br[C:9]1[C:10](=[O:17])[N:11]([CH3:16])[CH:12]=[C:13]([Br:15])[CH:14]=1, predict the reaction product. The product is: [Br:15][C:13]1[CH:14]=[C:9]([NH:7][C:5]2[N:4]=[N:3][N:2]([CH3:1])[CH:6]=2)[C:10](=[O:17])[N:11]([CH3:16])[CH:12]=1. (7) Given the reactants [N:1]1([CH2:6][CH2:7][O:8][CH2:9][CH2:10][OH:11])[CH:5]=[CH:4][N:3]=[CH:2]1.[CH2:12]1[S:16](=[O:18])(=[O:17])[O:15][CH2:14][CH2:13]1, predict the reaction product. The product is: [OH:11][CH2:10][CH2:9][O:8][CH2:7][CH2:6][N:1]1[CH:5]=[CH:4][N+:3]([CH2:14][CH2:13][CH2:12][S:16]([O-:18])(=[O:17])=[O:15])=[CH:2]1. (8) Given the reactants [C:1]([O:5][C:6]([N:8]1[CH2:12][C:11](=O)[CH2:10][C@H:9]1[C:14]([N:16]1[CH2:20][CH2:19][S:18][CH2:17]1)=[O:15])=[O:7])([CH3:4])([CH3:3])[CH3:2].[CH3:21][O:22][C:23](=[O:44])[CH:24]=P(C1C=CC=CC=1)(C1C=CC=CC=1)C1C=CC=CC=1, predict the reaction product. The product is: [C:1]([O:5][C:6]([N:8]1[CH2:12][C:11](=[CH:24][C:23]([O:22][CH3:21])=[O:44])[CH2:10][C@H:9]1[C:14]([N:16]1[CH2:20][CH2:19][S:18][CH2:17]1)=[O:15])=[O:7])([CH3:4])([CH3:3])[CH3:2]. (9) Given the reactants [C:1]12([NH2:11])[CH2:10][CH:5]3[CH2:6][CH:7]([CH2:9][CH:3]([CH2:4]3)[CH2:2]1)[CH2:8]2.C(N(CC)CC)C.[C:19](Cl)(=[O:22])[CH:20]=[CH2:21], predict the reaction product. The product is: [C:1]12([NH:11][C:19](=[O:22])[CH:20]=[CH2:21])[CH2:8][CH:7]3[CH2:6][CH:5]([CH2:4][CH:3]([CH2:9]3)[CH2:2]1)[CH2:10]2. (10) Given the reactants [C:9](O[C:9]([O:11][C:12]([CH3:15])([CH3:14])[CH3:13])=[O:10])([O:11][C:12]([CH3:15])([CH3:14])[CH3:13])=[O:10].Br.[NH2:17][C:18]1[S:19][C:20]([Br:23])=[CH:21][N:22]=1, predict the reaction product. The product is: [C:12]([O:11][C:9](=[O:10])[NH:17][C:18]1[S:19][C:20]([Br:23])=[CH:21][N:22]=1)([CH3:13])([CH3:14])[CH3:15].